From a dataset of Reaction yield outcomes from USPTO patents with 853,638 reactions. Predict the reaction yield, written as a fraction of the theoretical maximum amount of product (1.0 means a 100% yield; for example, 0.34 means a 34% yield). (1) The reactants are Cl[C:2]1[CH:7]=[C:6]([O:8][C:9]2[CH:14]=[CH:13][C:12]([NH2:15])=[C:11]([F:16])[CH:10]=2)[CH:5]=[CH:4][N:3]=1.CC1(C)C(C)(C)OB([C:25]2[CH:26]=[N:27][NH:28][CH:29]=2)O1.C([O-])([O-])=O.[Cs+].[Cs+]. The catalyst is CN(C=O)C.O.O.C1C=CC([P]([Pd]([P](C2C=CC=CC=2)(C2C=CC=CC=2)C2C=CC=CC=2)([P](C2C=CC=CC=2)(C2C=CC=CC=2)C2C=CC=CC=2)[P](C2C=CC=CC=2)(C2C=CC=CC=2)C2C=CC=CC=2)(C2C=CC=CC=2)C2C=CC=CC=2)=CC=1. The product is [NH:27]1[CH:26]=[C:25]([C:2]2[CH:7]=[C:6]([O:8][C:9]3[CH:14]=[CH:13][C:12]([NH2:15])=[C:11]([F:16])[CH:10]=3)[CH:5]=[CH:4][N:3]=2)[CH:29]=[N:28]1. The yield is 0.830. (2) The reactants are Cl[C:2]1[CH:3]=[C:4]2[C:8](=[CH:9][CH:10]=1)NC(C(O)=O)=C2.[CH2:14]([O:16][C:17](=[O:31])[CH2:18]N1C2C=C(N)C=CC=2OCCC1)[CH3:15].F[P-](F)(F)(F)(F)F.N1(O[P+](N(C)C)(N(C)C)N(C)C)C2C=CC=CC=2N=N1.C(N(CC)CC)C. The catalyst is C1COCC1. The yield is 0.500. The product is [CH3:15][CH2:14][O:16][C:17]([CH3:18])=[O:31].[CH3:4][CH2:3][CH2:2][CH2:10][CH2:9][CH3:8]. (3) The reactants are [Br:1][C:2]1[CH:3]=[C:4]([CH:12]=[CH:13][CH:14]=1)[O:5][CH2:6][CH2:7][CH2:8][C:9]([OH:11])=O. The catalyst is C1(C)C=CC=CC=1. The product is [Br:1][C:2]1[CH:14]=[CH:13][C:12]2[C:9](=[O:11])[CH2:8][CH2:7][CH2:6][O:5][C:4]=2[CH:3]=1. The yield is 0.750. (4) The reactants are [CH:1]1([N:5]2[CH2:14][CH2:13][C:12]3[C:7](=[CH:8][C:9]([N+:15]([O-])=O)=[CH:10][CH:11]=3)[CH2:6]2)[CH2:4][CH2:3][CH2:2]1. The catalyst is CO.[Pd]. The product is [CH:1]1([N:5]2[CH2:14][CH2:13][C:12]3[C:7](=[CH:8][C:9]([NH2:15])=[CH:10][CH:11]=3)[CH2:6]2)[CH2:4][CH2:3][CH2:2]1. The yield is 0.920. (5) The reactants are [C:1]([O:10]C)(=O)[C:2]1[C:3](=[CH:5][CH:6]=[CH:7][CH:8]=1)[SH:4].[C:12]([C:14]1[CH:15]=[C:16]([CH:22]=[CH:23][N:24]=1)[C:17]([O:19][CH2:20][CH3:21])=[O:18])#[N:13].C(N(CC)CC)C. The catalyst is C1(C)C=CC=CC=1. The product is [O:10]=[C:1]1[C:2]2[CH:8]=[CH:7][CH:6]=[CH:5][C:3]=2[S:4][C:12]([C:14]2[CH:15]=[C:16]([CH:22]=[CH:23][N:24]=2)[C:17]([O:19][CH2:20][CH3:21])=[O:18])=[N:13]1. The yield is 0.710. (6) The reactants are [NH2:1][C:2]1[C:3]([CH2:13][CH3:14])=[C:4]([CH:9]=[C:10]([Cl:12])[CH:11]=1)[C:5]([O:7][CH3:8])=[O:6].O=[C:16]1[CH2:21][CH2:20][CH:19]([NH:22][C:23](=[O:29])[O:24][C:25]([CH3:28])([CH3:27])[CH3:26])[CH2:18][CH2:17]1.C(O)(=O)C.C(O[BH-](OC(=O)C)OC(=O)C)(=O)C.[Na+].C([O-])(O)=O.[Na+]. The catalyst is ClCCCl.O. The product is [C:25]([O:24][C:23]([NH:22][CH:19]1[CH2:20][CH2:21][CH:16]([NH:1][C:2]2[C:3]([CH2:13][CH3:14])=[C:4]([CH:9]=[C:10]([Cl:12])[CH:11]=2)[C:5]([O:7][CH3:8])=[O:6])[CH2:17][CH2:18]1)=[O:29])([CH3:28])([CH3:26])[CH3:27]. The yield is 0.850. (7) The reactants are [F:1][C:2]1[CH:16]=[C:15]([CH2:17][N:18]2[CH2:22][CH2:21][CH:20]([C:23]3[CH:28]=[CH:27][CH:26]=[CH:25][CH:24]=3)[CH2:19]2)[CH:14]=[CH:13][C:3]=1[O:4][C:5]1[CH:12]=[CH:11][C:8]([C:9]#[N:10])=[CH:7][N:6]=1.C(=O)([O-])[O-:30].[K+].[K+].OO. The catalyst is CS(C)=O. The product is [F:1][C:2]1[CH:16]=[C:15]([CH2:17][N:18]2[CH2:22][CH2:21][CH:20]([C:23]3[CH:28]=[CH:27][CH:26]=[CH:25][CH:24]=3)[CH2:19]2)[CH:14]=[CH:13][C:3]=1[O:4][C:5]1[CH:12]=[CH:11][C:8]([C:9]([NH2:10])=[O:30])=[CH:7][N:6]=1. The yield is 0.830. (8) The reactants are C[O:2][C:3]([C:5]1[CH:6]=[C:7]2[C:11](=[CH:12][CH:13]=1)[N:10]([CH3:14])[CH:9]=[C:8]2[CH2:15][C:16]1[CH:21]=[CH:20][C:19]([NH:22][C:23](=[O:30])[C:24]2[CH:29]=[CH:28][CH:27]=[CH:26][CH:25]=2)=[CH:18][CH:17]=1)=[O:4].[OH-].[Na+].CO.O. The catalyst is C1COCC1. The product is [C:23]([NH:22][C:19]1[CH:18]=[CH:17][C:16]([CH2:15][C:8]2[C:7]3[C:11](=[CH:12][CH:13]=[C:5]([C:3]([OH:4])=[O:2])[CH:6]=3)[N:10]([CH3:14])[CH:9]=2)=[CH:21][CH:20]=1)(=[O:30])[C:24]1[CH:29]=[CH:28][CH:27]=[CH:26][CH:25]=1. The yield is 0.980. (9) The reactants are [C:1]([O:5][C:6](=[O:44])[NH:7][CH:8]([CH2:17][C:18]1[CH:23]=[CH:22][C:21]([O:24][C:25]2[CH:30]=[CH:29][C:28]([CH2:31][CH2:32][C:33](=[O:43])[NH:34][O:35]CC3C=CC=CC=3)=[CH:27][CH:26]=2)=[CH:20][CH:19]=1)[C:9]([N:11]1[CH2:16][CH2:15][O:14][CH2:13][CH2:12]1)=[O:10])([CH3:4])([CH3:3])[CH3:2].[H][H]. The catalyst is CO.[Pd]. The yield is 0.810. The product is [C:1]([O:5][C:6](=[O:44])[NH:7][CH:8]([CH2:17][C:18]1[CH:23]=[CH:22][C:21]([O:24][C:25]2[CH:26]=[CH:27][C:28]([CH2:31][CH2:32][C:33](=[O:43])[NH:34][OH:35])=[CH:29][CH:30]=2)=[CH:20][CH:19]=1)[C:9]([N:11]1[CH2:12][CH2:13][O:14][CH2:15][CH2:16]1)=[O:10])([CH3:4])([CH3:2])[CH3:3]. (10) The reactants are [CH3:1][C:2]1[CH:3]=[C:4]([N:9]([C:13]2[NH:14][C:15](=[O:23])[NH:16][C:17](=[O:22])[C:18]=2[CH:19]([CH3:21])[CH3:20])[C:10](=[O:12])[CH3:11])[CH:5]=[C:6]([CH3:8])[CH:7]=1.ClC1N=C(Cl)[C:28]([CH:32](C)[CH3:33])=[C:27](Cl)N=1.C([O-])([O-])=O.[K+].[K+].[I-].[Li+].CS(C/C=C/C)(=O)=O. The catalyst is CN(C=O)C.CCOCC. The product is [CH2:27]([N:14]1[C:13]([N:9]([C:4]2[CH:3]=[C:2]([CH3:1])[CH:7]=[C:6]([CH3:8])[CH:5]=2)[C:10](=[O:12])[CH3:11])=[C:18]([CH:19]([CH3:21])[CH3:20])[C:17](=[O:22])[NH:16][C:15]1=[O:23])[CH:28]=[CH:32][CH3:33]. The yield is 0.540.